From a dataset of NCI-60 drug combinations with 297,098 pairs across 59 cell lines. Regression. Given two drug SMILES strings and cell line genomic features, predict the synergy score measuring deviation from expected non-interaction effect. (1) Drug 1: CC1OCC2C(O1)C(C(C(O2)OC3C4COC(=O)C4C(C5=CC6=C(C=C35)OCO6)C7=CC(=C(C(=C7)OC)O)OC)O)O. Drug 2: C1=CC(=CC=C1C#N)C(C2=CC=C(C=C2)C#N)N3C=NC=N3. Cell line: SF-295. Synergy scores: CSS=46.7, Synergy_ZIP=3.03, Synergy_Bliss=-4.13, Synergy_Loewe=-10.2, Synergy_HSA=-2.49. (2) Drug 1: CN1CCC(CC1)COC2=C(C=C3C(=C2)N=CN=C3NC4=C(C=C(C=C4)Br)F)OC. Drug 2: CC1=C(C(=O)C2=C(C1=O)N3CC4C(C3(C2COC(=O)N)OC)N4)N. Cell line: NCI-H460. Synergy scores: CSS=38.5, Synergy_ZIP=-6.13, Synergy_Bliss=-12.9, Synergy_Loewe=-38.8, Synergy_HSA=-11.6. (3) Drug 1: C1CC(=O)NC(=O)C1N2CC3=C(C2=O)C=CC=C3N. Drug 2: CC1CCC2CC(C(=CC=CC=CC(CC(C(=O)C(C(C(=CC(C(=O)CC(OC(=O)C3CCCCN3C(=O)C(=O)C1(O2)O)C(C)CC4CCC(C(C4)OC)OCCO)C)C)O)OC)C)C)C)OC. Cell line: CCRF-CEM. Synergy scores: CSS=33.8, Synergy_ZIP=-1.73, Synergy_Bliss=1.07, Synergy_Loewe=-9.65, Synergy_HSA=6.73.